Dataset: Full USPTO retrosynthesis dataset with 1.9M reactions from patents (1976-2016). Task: Predict the reactants needed to synthesize the given product. (1) Given the product [Br:1][C:2]1[C:3]([CH3:9])=[CH:4][C:5]2[N:6]([C:32]([NH:31][C:33]([CH3:36])([CH3:35])[CH3:34])=[C:14]([C:13]3[CH:16]=[CH:17][CH:18]=[C:11]([Cl:10])[CH:12]=3)[N:8]=2)[CH:7]=1, predict the reactants needed to synthesize it. The reactants are: [Br:1][C:2]1[C:3]([CH3:9])=[CH:4][C:5]([NH2:8])=[N:6][CH:7]=1.[Cl:10][C:11]1[CH:12]=[C:13]([CH:16]=[CH:17][CH:18]=1)[CH:14]=O.O.C1(C)C=CC(S(O)(=O)=O)=CC=1.[N+:31]([C:33]([CH3:36])([CH3:35])[CH3:34])#[C-:32]. (2) Given the product [C:19]([C:23]1[CH:24]=[CH:25][C:26]([C:27]([NH:13][CH:10]2[CH2:11][CH2:12][N:7]([CH2:6][C:5]3[CH:14]=[CH:15][C:2]([Cl:1])=[C:3]([O:16][CH2:17][CH3:18])[CH:4]=3)[CH2:8][CH2:9]2)=[O:28])=[CH:30][CH:31]=1)([CH3:22])([CH3:20])[CH3:21], predict the reactants needed to synthesize it. The reactants are: [Cl:1][C:2]1[CH:15]=[CH:14][C:5]([CH2:6][N:7]2[CH2:12][CH2:11][CH:10]([NH2:13])[CH2:9][CH2:8]2)=[CH:4][C:3]=1[O:16][CH2:17][CH3:18].[C:19]([C:23]1[CH:31]=[CH:30][C:26]([C:27](O)=[O:28])=[CH:25][CH:24]=1)([CH3:22])([CH3:21])[CH3:20]. (3) Given the product [F:15][C:12]1[CH:13]=[CH:14][C:9]([C:4]([OH:8])([CH2:5][CH:6]=[CH2:7])[CH2:3][CH2:2][N:31]([CH2:30][C:25]2[CH:26]=[CH:27][CH:28]=[CH:29][C:24]=2[CH2:23][N:20]2[CH2:21][CH2:22][N:17]([CH3:16])[CH2:18][CH2:19]2)[C:46](=[O:47])[O:45][C:42]([CH3:44])([CH3:43])[CH3:41])=[CH:10][CH:11]=1, predict the reactants needed to synthesize it. The reactants are: Cl[CH2:2][CH2:3][C:4]([C:9]1[CH:14]=[CH:13][C:12]([F:15])=[CH:11][CH:10]=1)([OH:8])[CH2:5][CH:6]=[CH2:7].[CH3:16][N:17]1[CH2:22][CH2:21][N:20]([CH2:23][C:24]2[CH:29]=[CH:28][CH:27]=[CH:26][C:25]=2[CH2:30][NH2:31])[CH2:19][CH2:18]1.CCN(C(C)C)C(C)C.[CH3:41][C:42]([O:45][C:46](O[C:46]([O:45][C:42]([CH3:44])([CH3:43])[CH3:41])=[O:47])=[O:47])([CH3:44])[CH3:43]. (4) Given the product [S:2]1[C:6]2[CH:7]=[CH:8][CH:9]=[CH:10][C:5]=2[N:4]=[C:3]1[C:11]1[CH:12]=[C:13]([S:16]([NH2:1])(=[O:18])=[O:17])[S:14][CH:15]=1, predict the reactants needed to synthesize it. The reactants are: [NH3:1].[S:2]1[C:6]2[CH:7]=[CH:8][CH:9]=[CH:10][C:5]=2[N:4]=[C:3]1[C:11]1[CH:12]=[C:13]([S:16](Cl)(=[O:18])=[O:17])[S:14][CH:15]=1. (5) Given the product [Br:1][C:2]1[CH:3]=[C:4]([CH:38]=[CH:39][CH:40]=1)[CH2:5][N:6]1[C:10]2[CH:11]=[CH:12][C:13]([O:15][CH2:16][C:17]3[CH:26]=[CH:25][C:24]4[C:19](=[CH:20][CH:21]=[CH:22][CH:23]=4)[N:18]=3)=[CH:14][C:9]=2[N:8]=[C:7]1[CH2:27][C:28]1([C:33]([OH:35])=[O:34])[CH2:32][CH2:31][CH2:30][CH2:29]1, predict the reactants needed to synthesize it. The reactants are: [Br:1][C:2]1[CH:3]=[C:4]([CH:38]=[CH:39][CH:40]=1)[CH2:5][N:6]1[C:10]2[CH:11]=[CH:12][C:13]([O:15][CH2:16][C:17]3[CH:26]=[CH:25][C:24]4[C:19](=[CH:20][CH:21]=[CH:22][CH:23]=4)[N:18]=3)=[CH:14][C:9]=2[N:8]=[C:7]1[CH2:27][C:28]1([C:33]([O:35]CC)=[O:34])[CH2:32][CH2:31][CH2:30][CH2:29]1.C1COCC1.[Li+].[OH-].Cl.